Task: Predict the reaction yield, written as a fraction of the theoretical maximum amount of product (1.0 means a 100% yield; for example, 0.34 means a 34% yield).. Dataset: Reaction yield outcomes from USPTO patents with 853,638 reactions (1) The reactants are [CH3:1][C:2]1[CH:7]=[CH:6][C:5](Cl)=[CH:4][CH:3]=1.[NH:9]1[CH2:14][CH2:13][O:12][CH2:11][CH2:10]1.CC(C)([O-])C.[Na+]. No catalyst specified. The product is [CH3:1][C:2]1[CH:7]=[CH:6][C:5]([N:9]2[CH2:14][CH2:13][O:12][CH2:11][CH2:10]2)=[CH:4][CH:3]=1. The yield is 0.980. (2) The reactants are [Br:1][C:2]1[CH:3]=[C:4]([B:8]([OH:10])[OH:9])[CH:5]=[CH:6][CH:7]=1.O[C:12]([C:15](O)([CH3:17])[CH3:16])([CH3:14])[CH3:13]. No catalyst specified. The product is [Br:1][C:2]1[CH:3]=[C:4]([B:8]2[O:10][C:15]([CH3:17])([CH3:16])[C:12]([CH3:14])([CH3:13])[O:9]2)[CH:5]=[CH:6][CH:7]=1. The yield is 0.770.